Task: Regression/Classification. Given a drug SMILES string, predict its absorption, distribution, metabolism, or excretion properties. Task type varies by dataset: regression for continuous measurements (e.g., permeability, clearance, half-life) or binary classification for categorical outcomes (e.g., BBB penetration, CYP inhibition). Dataset: cyp3a4_veith.. Dataset: CYP3A4 inhibition data for predicting drug metabolism from PubChem BioAssay (1) The drug is COc1ccc(/C=C/C(=O)NCc2c(C)nn(C)c2C)cc1COc1ccc(Br)cc1. The result is 1 (inhibitor). (2) The compound is C[N+](C)(C)CC(=O)O. The result is 0 (non-inhibitor). (3) The compound is CC(C)[C@H](Nc1ncnc2nc[nH]c12)C(=O)O. The result is 0 (non-inhibitor). (4) The compound is O=[N+]([O-])c1ccc(-c2cnc(SCc3ccccc3Cl)[nH]2)cc1. The result is 1 (inhibitor). (5) The drug is Cc1ccc(C(=O)c2cn[nH]c2-c2cc(Cl)ccc2O)cc1. The result is 1 (inhibitor).